From a dataset of Catalyst prediction with 721,799 reactions and 888 catalyst types from USPTO. Predict which catalyst facilitates the given reaction. (1) Reactant: [ClH:1].Cl.[CH2:3]([C:7]1[N:12]=[N:11][C:10]([O:13][CH2:14][CH:15]2[O:20][CH2:19][CH2:18][NH:17][CH2:16]2)=[CH:9][C:8]=1[C:21]1[CH:26]=[CH:25][C:24]([O:27][CH:28]2[CH2:33][CH2:32][CH2:31][CH2:30][CH2:29]2)=[CH:23][CH:22]=1)[CH2:4][CH2:5][CH3:6].Cl.[CH2:35](OCC)C. Product: [ClH:1].[ClH:1].[CH2:3]([C:7]1[N:12]=[N:11][C:10]([O:13][CH2:14][CH:15]2[O:20][CH2:19][CH2:18][N:17]([CH3:35])[CH2:16]2)=[CH:9][C:8]=1[C:21]1[CH:22]=[CH:23][C:24]([O:27][CH:28]2[CH2:33][CH2:32][CH2:31][CH2:30][CH2:29]2)=[CH:25][CH:26]=1)[CH2:4][CH2:5][CH3:6]. The catalyst class is: 2. (2) The catalyst class is: 2. Product: [CH3:26][O:27][C:28]1[CH:29]=[CH:30][C:31]([N:34]2[CH:38]=[N:37][C:36]([C:39]3[CH:44]=[CH:43][C:42]([CH3:45])=[CH:41][CH:40]=3)=[N:35]2)=[CH:32][CH:33]=1.[C:42]1([CH3:45])[CH:41]=[CH:40][C:39]([C:36]2[N:37]=[CH:38][N:34]([C:31]3[CH:32]=[CH:33][C:28]([OH:27])=[CH:29][CH:30]=3)[N:35]=2)=[CH:44][CH:43]=1. Reactant: C1(C)C=CC(C2N=CNN=2)=CC=1.IC1C=CC(OC)=CC=1.B(Br)(Br)Br.[CH3:26][O:27][C:28]1[CH:33]=[CH:32][C:31]([N:34]2[CH:38]=[N:37][C:36]([C:39]3[CH:44]=[CH:43][C:42]([CH3:45])=[CH:41][CH:40]=3)=[N:35]2)=[CH:30][CH:29]=1. (3) Reactant: [CH2:1]([N:8]1[CH2:16][CH:15]2[CH:10]([CH2:11][CH:12]=[CH:13][CH:14]2[OH:17])[CH2:9]1)C1C=CC=CC=1.[OH2:18].O.[C:20](O)(=O)[C:21](O)=[O:22]. Product: [CH2:21]([O:22][C:1]([N:8]1[CH2:16][CH:15]2[CH:10]([CH2:11][CH2:12][CH2:13][CH:14]2[OH:17])[CH2:9]1)=[O:18])[CH3:20]. The catalyst class is: 522. (4) Reactant: [CH3:1][C:2]1([CH3:20])[C:11](=[O:12])[NH:10][C:9]2[N:8]=[C:7]([O:13][CH2:14][CH2:15][CH2:16][CH:17]=O)[CH:6]=[CH:5][C:4]=2[C:3]1=[O:19].Cl.[Cl:22][C:23]1[C:28]([Cl:29])=[CH:27][CH:26]=[CH:25][C:24]=1[N:30]1[CH2:35][CH2:34][NH:33][CH2:32][CH2:31]1.CCN(CC)CC.[BH-](OC(C)=O)(OC(C)=O)OC(C)=O.[Na+]. Product: [Cl:22][C:23]1[C:28]([Cl:29])=[CH:27][CH:26]=[CH:25][C:24]=1[N:30]1[CH2:35][CH2:34][N:33]([CH2:17][CH2:16][CH2:15][CH2:14][O:13][C:7]2[N:8]=[C:9]3[C:4]([C:3](=[O:19])[C:2]([CH3:20])([CH3:1])[C:11](=[O:12])[NH:10]3)=[CH:5][CH:6]=2)[CH2:32][CH2:31]1. The catalyst class is: 26. (5) Reactant: [C:1]([O:5][C:6]([N:8]1[CH2:15][CH2:14][CH:13]2[CH:11]([O:12]2)[CH2:10][CH2:9]1)=[O:7])([CH3:4])([CH3:3])[CH3:2].C(O)C.[Cl-].[NH4+].[N-:21]=[N+:22]=[N-:23].[Na+]. Product: [C:1]([O:5][C:6]([N:8]1[CH2:15][CH2:14][CH:13]([OH:12])[CH:11]([N:21]=[N+:22]=[N-:23])[CH2:10][CH2:9]1)=[O:7])([CH3:4])([CH3:3])[CH3:2]. The catalyst class is: 6. (6) Reactant: [CH3:1][N:2]([CH3:12])[S:3]([C:6]1[CH:11]=[CH:10][CH:9]=[CH:8][CH:7]=1)(=[O:5])=[O:4].[Li]CCCC.CCCCCC.[B:24](OC(C)C)([O:29]C(C)C)[O:25]C(C)C.Cl. Product: [CH3:1][N:2]([CH3:12])[S:3]([C:6]1[CH:7]=[CH:8][CH:9]=[CH:10][C:11]=1[B:24]([OH:29])[OH:25])(=[O:4])=[O:5]. The catalyst class is: 28.